From a dataset of Catalyst prediction with 721,799 reactions and 888 catalyst types from USPTO. Predict which catalyst facilitates the given reaction. (1) Reactant: C(OC([N:6]1[CH2:15][CH2:14][C:13]2[C:12]3[N:16]([C:19]4[CH:24]=[CH:23][CH:22]=[CH:21][CH:20]=4)[CH:17]=[CH:18][C:11]=3[S:10][C:9]=2[CH2:8][CH2:7]1)=O)C.[OH-].[K+]. Product: [C:19]1([N:16]2[C:12]3[C:13]4[CH2:14][CH2:15][NH:6][CH2:7][CH2:8][C:9]=4[S:10][C:11]=3[CH:18]=[CH:17]2)[CH:24]=[CH:23][CH:22]=[CH:21][CH:20]=1. The catalyst class is: 88. (2) Reactant: [Cl:1][C:2]1[N:7]=[N:6][C:5]([CH:8](C#N)[C:9]2[CH:10]=[CH:11][C:12]([F:17])=[C:13]([CH:16]=2)[C:14]#[N:15])=[C:4]([CH3:20])[C:3]=1[CH3:21].Cl.O. Product: [Cl:1][C:2]1[N:7]=[N:6][C:5]([CH2:8][C:9]2[CH:10]=[CH:11][C:12]([F:17])=[C:13]([CH:16]=2)[C:14]#[N:15])=[C:4]([CH3:20])[C:3]=1[CH3:21]. The catalyst class is: 15. (3) Reactant: [C:1]([C:5]1[CH:9]=[C:8]([NH:10][C:11]([NH:13][C:14]2[CH:19]=[CH:18][CH:17]=[CH:16][C:15]=2[F:20])=[O:12])[N:7]([C:21]2[CH:26]=[CH:25][C:24]([CH2:27][C:28]([O-:30])=[O:29])=[CH:23][CH:22]=2)[N:6]=1)([CH3:4])([CH3:3])[CH3:2].[Li+].[OH-]. Product: [C:1]([C:5]1[CH:9]=[C:8]([NH:10][C:11]([NH:13][C:14]2[CH:19]=[CH:18][CH:17]=[CH:16][C:15]=2[F:20])=[O:12])[N:7]([C:21]2[CH:22]=[CH:23][C:24]([CH2:27][C:28]([OH:30])=[O:29])=[CH:25][CH:26]=2)[N:6]=1)([CH3:4])([CH3:2])[CH3:3]. The catalyst class is: 1. (4) Reactant: C1(P(C2C=CC=CC=2)C2C=CC=CC=2)C=CC=CC=1.[N:20]([CH2:23][C:24]1[C:25]([C:31]#[N:32])=[N:26][C:27]([CH3:30])=[CH:28][CH:29]=1)=[N+]=[N-].O1CCCC1. Product: [CH3:30][C:27]1[N:26]=[C:25]2[C:31]([NH2:32])=[N:20][CH2:23][C:24]2=[CH:29][CH:28]=1. The catalyst class is: 6. (5) Reactant: [Br:1][C:2]1[C:3]([C:10]([O:12]C)=[O:11])=[N:4][C:5]([Cl:9])=[CH:6][C:7]=1Cl.[N-:14]=[N+]=[N-].[Na+].O.[BH4-].[Na+]. Product: [NH2:14][C:7]1[CH:6]=[C:5]([Cl:9])[N:4]=[C:3]([C:10]([OH:12])=[O:11])[C:2]=1[Br:1]. The catalyst class is: 121. (6) Reactant: Cl[C:2]1[C:11]2[CH2:10][CH2:9][CH2:8][CH2:7][C:6]=2[C:5]([Cl:12])=[N:4][N:3]=1.[NH2:13][C:14]1[CH:34]=[CH:33][C:17]([O:18][C:19]2[C:24]([C:25]3[CH:30]=[CH:29][N:28]=[C:27]([NH:31][CH3:32])[N:26]=3)=[CH:23][CH:22]=[CH:21][N:20]=2)=[CH:16][CH:15]=1. Product: [Cl:12][C:5]1[C:6]2[CH2:7][CH2:8][CH2:9][CH2:10][C:11]=2[C:2]([NH:13][C:14]2[CH:15]=[CH:16][C:17]([O:18][C:19]3[C:24]([C:25]4[CH:30]=[CH:29][N:28]=[C:27]([NH:31][CH3:32])[N:26]=4)=[CH:23][CH:22]=[CH:21][N:20]=3)=[CH:33][CH:34]=2)=[N:3][N:4]=1. The catalyst class is: 5. (7) Reactant: [N+:1]([C:4]1[CH:15]=[CH:14][CH:13]=[CH:12][C:5]=1[CH2:6][NH:7][CH2:8][CH2:9][CH2:10][OH:11])([O-:3])=[O:2].C(N(CC)CC)C.Cl[C:24](Cl)([O:26]C(=O)OC(Cl)(Cl)Cl)Cl.O. Product: [N+:1]([C:4]1[CH:15]=[CH:14][CH:13]=[CH:12][C:5]=1[CH2:6][N:7]1[CH2:8][CH2:9][CH2:10][O:11][C:24]1=[O:26])([O-:3])=[O:2]. The catalyst class is: 22. (8) Reactant: [Cl:1]C(Cl)(Cl)C(Cl)(Cl)Cl.[CH3:9][C:10]1[CH:15]=[CH:14][C:13]([P:16]([C:24]2[CH:29]=[CH:28][C:27]([CH3:30])=[CH:26][CH:25]=2)[C:17]2[CH:22]=[CH:21][C:20]([CH3:23])=[CH:19][CH:18]=2)=[CH:12][CH:11]=1.C1(C)C=CC=CC=1. Product: [Cl-:1].[Cl-:1].[CH3:30][C:27]1[CH:26]=[CH:25][C:24]([P:16]([C:17]2[CH:22]=[CH:21][C:20]([CH3:23])=[CH:19][CH:18]=2)[C:13]2[CH:14]=[CH:15][C:10]([CH3:9])=[CH:11][CH:12]=2)=[CH:29][CH:28]=1. The catalyst class is: 10.